This data is from NCI-60 drug combinations with 297,098 pairs across 59 cell lines. The task is: Regression. Given two drug SMILES strings and cell line genomic features, predict the synergy score measuring deviation from expected non-interaction effect. (1) Drug 1: CCCS(=O)(=O)NC1=C(C(=C(C=C1)F)C(=O)C2=CNC3=C2C=C(C=N3)C4=CC=C(C=C4)Cl)F. Drug 2: C1CCN(CC1)CCOC2=CC=C(C=C2)C(=O)C3=C(SC4=C3C=CC(=C4)O)C5=CC=C(C=C5)O. Cell line: SN12C. Synergy scores: CSS=4.61, Synergy_ZIP=2.72, Synergy_Bliss=7.76, Synergy_Loewe=6.09, Synergy_HSA=5.61. (2) Drug 1: CC12CCC(CC1=CCC3C2CCC4(C3CC=C4C5=CN=CC=C5)C)O. Drug 2: C1CCN(CC1)CCOC2=CC=C(C=C2)C(=O)C3=C(SC4=C3C=CC(=C4)O)C5=CC=C(C=C5)O. Cell line: SNB-19. Synergy scores: CSS=5.15, Synergy_ZIP=2.71, Synergy_Bliss=5.57, Synergy_Loewe=4.95, Synergy_HSA=4.85. (3) Drug 1: C1CCC(C1)C(CC#N)N2C=C(C=N2)C3=C4C=CNC4=NC=N3. Drug 2: CC1C(C(=O)NC(C(=O)N2CCCC2C(=O)N(CC(=O)N(C(C(=O)O1)C(C)C)C)C)C(C)C)NC(=O)C3=C4C(=C(C=C3)C)OC5=C(C(=O)C(=C(C5=N4)C(=O)NC6C(OC(=O)C(N(C(=O)CN(C(=O)C7CCCN7C(=O)C(NC6=O)C(C)C)C)C)C(C)C)C)N)C. Cell line: MALME-3M. Synergy scores: CSS=7.79, Synergy_ZIP=6.17, Synergy_Bliss=12.5, Synergy_Loewe=9.76, Synergy_HSA=10.6. (4) Drug 1: C1=CC(=C2C(=C1NCCNCCO)C(=O)C3=C(C=CC(=C3C2=O)O)O)NCCNCCO. Synergy scores: CSS=33.5, Synergy_ZIP=-1.96, Synergy_Bliss=-1.98, Synergy_Loewe=-12.3, Synergy_HSA=-2.63. Drug 2: C1=NC(=NC(=O)N1C2C(C(C(O2)CO)O)O)N. Cell line: COLO 205. (5) Drug 1: CC1=C(C(CCC1)(C)C)C=CC(=CC=CC(=CC(=O)O)C)C. Drug 2: CC1C(C(CC(O1)OC2CC(CC3=C2C(=C4C(=C3O)C(=O)C5=C(C4=O)C(=CC=C5)OC)O)(C(=O)CO)O)N)O.Cl. Cell line: OVCAR-4. Synergy scores: CSS=21.5, Synergy_ZIP=-4.37, Synergy_Bliss=-3.24, Synergy_Loewe=-0.770, Synergy_HSA=-0.164. (6) Drug 1: C1=C(C(=O)NC(=O)N1)N(CCCl)CCCl. Drug 2: CN(CC1=CN=C2C(=N1)C(=NC(=N2)N)N)C3=CC=C(C=C3)C(=O)NC(CCC(=O)O)C(=O)O. Cell line: NCI/ADR-RES. Synergy scores: CSS=30.7, Synergy_ZIP=0.390, Synergy_Bliss=4.10, Synergy_Loewe=-1.95, Synergy_HSA=4.63.